Dataset: Peptide-MHC class I binding affinity with 185,985 pairs from IEDB/IMGT. Task: Regression. Given a peptide amino acid sequence and an MHC pseudo amino acid sequence, predict their binding affinity value. This is MHC class I binding data. (1) The peptide sequence is KYAEAFQMV. The MHC is HLA-B15:01 with pseudo-sequence HLA-B15:01. The binding affinity (normalized) is 0.0847. (2) The MHC is HLA-A26:03 with pseudo-sequence HLA-A26:03. The binding affinity (normalized) is 0.0847. The peptide sequence is RRSLLAHVR. (3) The peptide sequence is YPGIKVRQL. The MHC is HLA-B40:01 with pseudo-sequence HLA-B40:01. The binding affinity (normalized) is 0.121. (4) The peptide sequence is AVSEIQNNK. The MHC is HLA-A11:01 with pseudo-sequence HLA-A11:01. The binding affinity (normalized) is 0.778. (5) The peptide sequence is LAYARGQAM. The MHC is HLA-B51:01 with pseudo-sequence HLA-B51:01. The binding affinity (normalized) is 0.213.